Dataset: Reaction yield outcomes from USPTO patents with 853,638 reactions. Task: Predict the reaction yield, written as a fraction of the theoretical maximum amount of product (1.0 means a 100% yield; for example, 0.34 means a 34% yield). (1) The reactants are [C:1]1([C:20]2[CH:25]=[CH:24][CH:23]=[CH:22][CH:21]=2)[CH:6]=[CH:5][C:4]([C:7]2[N:8]([C:13]3[CH:18]=[CH:17][CH:16]=[CH:15][C:14]=3[F:19])[C:9]([SH:12])=[N:10][N:11]=2)=[CH:3][CH:2]=1.CI.[C:28](=O)([O-])[O-].[K+].[K+].O. The catalyst is C(#N)C. The product is [C:1]1([C:20]2[CH:21]=[CH:22][CH:23]=[CH:24][CH:25]=2)[CH:6]=[CH:5][C:4]([C:7]2[N:8]([C:13]3[CH:18]=[CH:17][CH:16]=[CH:15][C:14]=3[F:19])[C:9]([S:12][CH3:28])=[N:10][N:11]=2)=[CH:3][CH:2]=1. The yield is 0.720. (2) The reactants are [CH3:1][O:2][C:3](=[O:32])[NH:4][CH:5]([C:9]([N:11]1[CH2:15][CH2:14][CH2:13][CH:12]1[C:16]1[NH:17][C:18]([C:21]2[CH:30]=[CH:29][C:28]3[C:23](=[CH:24][CH:25]=[C:26](Br)[CH:27]=3)[CH:22]=2)=[CH:19][N:20]=1)=[O:10])[CH:6]([CH3:8])[CH3:7].[CH3:33][O:34][C:35](=[O:72])[NH:36][CH:37]([C:41]([N:43]1[CH2:47][CH2:46][CH2:45][CH:44]1[C:48]1[NH:49][C:50]([C:53]2[CH:62]=[CH:61][C:60]3[C:55](=[CH:56][CH:57]=[C:58](B4OC(C)(C)C(C)(C)O4)[CH:59]=3)[CH:54]=2)=[CH:51][N:52]=1)=[O:42])[CH:38]([CH3:40])[CH3:39].C([O-])(O)=O.[Na+]. The catalyst is COCCOC.O. The product is [CH3:1][O:2][C:3](=[O:32])[NH:4][CH:5]([C:9]([N:11]1[CH2:15][CH2:14][CH2:13][CH:12]1[C:16]1[NH:17][C:18]([C:21]2[CH:22]=[C:23]3[C:28](=[CH:29][CH:30]=2)[CH:27]=[C:26]([C:58]2[CH:57]=[CH:56][C:55]4[C:60](=[CH:61][CH:62]=[C:53]([C:50]5[NH:49][C:48]([CH:44]6[CH2:45][CH2:46][CH2:47][N:43]6[C:41](=[O:42])[CH:37]([NH:36][C:35]([O:34][CH3:33])=[O:72])[CH:38]([CH3:40])[CH3:39])=[N:52][CH:51]=5)[CH:54]=4)[CH:59]=2)[CH:25]=[CH:24]3)=[CH:19][N:20]=1)=[O:10])[CH:6]([CH3:8])[CH3:7]. The yield is 0.160.